From a dataset of CYP1A2 inhibition data for predicting drug metabolism from PubChem BioAssay. Regression/Classification. Given a drug SMILES string, predict its absorption, distribution, metabolism, or excretion properties. Task type varies by dataset: regression for continuous measurements (e.g., permeability, clearance, half-life) or binary classification for categorical outcomes (e.g., BBB penetration, CYP inhibition). Dataset: cyp1a2_veith. (1) The result is 1 (inhibitor). The compound is CCOc1ccc(-c2nnc(-c3ccncc3)o2)cc1. (2) The result is 1 (inhibitor). The drug is COCCn1c(=O)c(-c2cn(C)c3ccccc23)nc2cnc(OCc3ccccc3)nc21. (3) The drug is O=C(Nc1ccc(Cl)cc1)c1cnc(-c2ccccc2)nc1-c1ccccc1. The result is 1 (inhibitor). (4) The compound is Nc1cc(Cl)nc(N/N=C/c2ccccc2[N+](=O)[O-])n1. The result is 1 (inhibitor). (5) The compound is COCCn1c(=O)c(-c2cccc(C#N)c2)nc2cnc(N3CCNCC3)nc21. The result is 1 (inhibitor). (6) The molecule is COc1ccc(S(=O)(=O)N2CCCN(CC(=O)Nc3ccc(OC)c(Cl)c3)CC2)cc1. The result is 1 (inhibitor). (7) The result is 1 (inhibitor). The compound is COCCNc1nc(-c2ccccc2C(F)(F)F)nc2ccccc12.